This data is from Catalyst prediction with 721,799 reactions and 888 catalyst types from USPTO. The task is: Predict which catalyst facilitates the given reaction. (1) The catalyst class is: 57. Product: [CH2:1]([O:3][C:4]([C:6]1[NH:7][C:8]2[C:13]([CH:14]=1)=[CH:12][CH:11]=[C:10]([OH:24])[CH:9]=2)=[O:5])[CH3:2]. Reactant: [CH2:1]([O:3][C:4]([C:6]1[NH:7][C:8]2[C:13]([CH:14]=1)=[CH:12][CH:11]=[C:10](B1OC(C)(C)C(C)(C)O1)[CH:9]=2)=[O:5])[CH3:2].[OH-:24].[Na+].OO.Cl. (2) Reactant: [NH2:1][C:2]1[CH:11]=[C:10]2[C:5]([C:6]([NH:12][C:13]3[CH:18]=[CH:17][CH:16]=[C:15]([CH3:19])[CH:14]=3)=[N:7][CH:8]=[N:9]2)=[CH:4][CH:3]=1.[C:20](O)(=[O:23])[CH:21]=[CH2:22].C(N(CC)CC)C.Cl.CN(C)CCCN=C=NCC. Product: [CH3:19][C:15]1[CH:14]=[C:13]([NH:12][C:6]2[C:5]3[C:10](=[CH:11][C:2]([NH:1][C:20](=[O:23])[CH:21]=[CH2:22])=[CH:3][CH:4]=3)[N:9]=[CH:8][N:7]=2)[CH:18]=[CH:17][CH:16]=1. The catalyst class is: 3. (3) Reactant: [CH2:1]([C:8]1[CH:17]=[C:16]([O:18][CH3:19])[CH:15]=[CH:14][C:9]=1[C:10]([NH:12][CH3:13])=[O:11])[C:2]1[CH:7]=[CH:6][CH:5]=[CH:4][CH:3]=1.[Li]CCCC.[CH:25](OCC)=[O:26]. Product: [CH3:19][O:18][C:16]1[CH:15]=[CH:14][C:9]([C:10]([NH:12][CH3:13])=[O:11])=[C:8]([CH:1]([C:2]2[CH:3]=[CH:4][CH:5]=[CH:6][CH:7]=2)[CH:25]=[O:26])[CH:17]=1. The catalyst class is: 1. (4) Reactant: [CH2:1]([O:3][C:4]([C@H:6]1[C@@H:11]([NH2:12])[C@H:10]2[CH2:13][C@@H:7]1[CH2:8][CH2:9]2)=[O:5])[CH3:2].[CH:14](=O)[CH2:15][CH:16]([CH3:18])[CH3:17].C([BH3-])#N.[Na+].C(=O)(O)[O-].[Na+]. Product: [CH2:1]([O:3][C:4]([C@H:6]1[C@@H:11]([NH:12][CH2:14][CH2:15][CH:16]([CH3:18])[CH3:17])[C@H:10]2[CH2:13][C@@H:7]1[CH2:8][CH2:9]2)=[O:5])[CH3:2]. The catalyst class is: 130. (5) Product: [CH3:1][C:2]1[CH:7]=[CH:6][CH:5]=[CH:4][C:3]=1[C:8]1[C:12]([C:13]([N:39]2[CH2:44][CH2:43][CH2:42][C@@H:41]([C:45]([OH:48])([CH3:47])[CH3:46])[CH2:40]2)=[O:15])=[CH:11][O:10][N:9]=1. The catalyst class is: 2. Reactant: [CH3:1][C:2]1[CH:7]=[CH:6][CH:5]=[CH:4][C:3]=1[C:8]1[C:12]([C:13]([OH:15])=O)=[CH:11][O:10][N:9]=1.CN(C(ON1N=NC2C=CC=CC1=2)=[N+](C)C)C.[B-](F)(F)(F)F.Cl.[NH:39]1[CH2:44][CH2:43][CH2:42][C@@H:41]([C:45]([OH:48])([CH3:47])[CH3:46])[CH2:40]1.CCN(CC)CC.